Dataset: Reaction yield outcomes from USPTO patents with 853,638 reactions. Task: Predict the reaction yield, written as a fraction of the theoretical maximum amount of product (1.0 means a 100% yield; for example, 0.34 means a 34% yield). The reactants are [C:1]([O:4][C:5]1[CH:10]=[CH:9][C:8]([CH:11]([OH:16])[C:12]([F:15])([F:14])[F:13])=[CH:7][CH:6]=1)(=[O:3])[CH3:2].N12CCN(CC1)CC2.[N+:25]([C:28]1[CH:33]=[CH:32][CH:31]=[CH:30][C:29]=1[S:34](Cl)(=[O:36])=[O:35])([O-:27])=[O:26].C(OCC)C.CCCCC. The catalyst is ClCCl. The product is [C:1]([O:4][C:5]1[CH:6]=[CH:7][C:8]([CH:11]([O:16][S:34]([C:29]2[CH:30]=[CH:31][CH:32]=[CH:33][C:28]=2[N+:25]([O-:27])=[O:26])(=[O:35])=[O:36])[C:12]([F:14])([F:15])[F:13])=[CH:9][CH:10]=1)(=[O:3])[CH3:2]. The yield is 0.880.